Dataset: Forward reaction prediction with 1.9M reactions from USPTO patents (1976-2016). Task: Predict the product of the given reaction. Given the reactants FC(F)(F)C(O)=O.[BH4-].[Na+].[Cl:10][C:11]1[CH:16]=[C:15]([Cl:17])[CH:14]=[CH:13][C:12]=1[CH:18](O)[C:19]1[C:20]2[CH:28]=[C:27]([C:29]([O:31][CH3:32])=[O:30])[CH:26]=[CH:25][C:21]=2[S:22][C:23]=1[CH3:24].[OH-].[Na+], predict the reaction product. The product is: [Cl:10][C:11]1[CH:16]=[C:15]([Cl:17])[CH:14]=[CH:13][C:12]=1[CH2:18][C:19]1[C:20]2[CH:28]=[C:27]([C:29]([O:31][CH3:32])=[O:30])[CH:26]=[CH:25][C:21]=2[S:22][C:23]=1[CH3:24].